This data is from Catalyst prediction with 721,799 reactions and 888 catalyst types from USPTO. The task is: Predict which catalyst facilitates the given reaction. (1) Reactant: [Cl:1][C:2]1[N:3]([CH2:10][C@:11]2([CH3:14])[CH2:13][O:12]2)[CH:4]=[C:5]([N+:7]([O-:9])=[O:8])[N:6]=1.[N:15]1([C:21]([O:23][CH2:24][CH:25]=[CH:26][C:27]2[CH:32]=[CH:31][C:30]([C:33]([F:36])([F:35])[F:34])=[CH:29][CH:28]=2)=[O:22])[CH2:20][CH2:19][NH:18][CH2:17][CH2:16]1.O. Product: [Cl:1][C:2]1[N:3]([CH2:10][C@:11]([OH:12])([CH3:14])[CH2:13][N:18]2[CH2:17][CH2:16][N:15]([C:21]([O:23][CH2:24][CH:25]=[CH:26][C:27]3[CH:32]=[CH:31][C:30]([C:33]([F:35])([F:36])[F:34])=[CH:29][CH:28]=3)=[O:22])[CH2:20][CH2:19]2)[CH:4]=[C:5]([N+:7]([O-:9])=[O:8])[N:6]=1. The catalyst class is: 3. (2) Reactant: [Cl:1][C:2]1[CH:7]=[CH:6][CH:5]=[CH:4][C:3]=1[S:8]([N:11]1[CH2:16][CH2:15][NH:14][CH2:13][CH2:12]1)(=[O:10])=[O:9].[CH:17]12[O:22][CH:21]1[CH2:20][CH2:19][CH2:18]2. Product: [Cl:1][C:2]1[CH:7]=[CH:6][CH:5]=[CH:4][C:3]=1[S:8]([N:11]1[CH2:16][CH2:15][N:14]([C@@H:20]2[CH2:19][CH2:18][CH2:17][C@H:21]2[OH:22])[CH2:13][CH2:12]1)(=[O:9])=[O:10]. The catalyst class is: 8. (3) Reactant: Cl[C:2]1[C:11]2[C:6](=[CH:7][C:8]([Cl:12])=[CH:9][CH:10]=2)[N:5]=[CH:4][C:3]=1[C:13]([NH2:15])=[O:14].[NH2:16][C:17]1[CH:18]=[C:19]([CH:25]=[CH:26][CH:27]=1)[C:20]([O:22][CH2:23][CH3:24])=[O:21]. Product: [NH2:15][C:13]([C:3]1[CH:4]=[N:5][C:6]2[C:11]([C:2]=1[NH:16][C:17]1[CH:18]=[C:19]([CH:25]=[CH:26][CH:27]=1)[C:20]([O:22][CH2:23][CH3:24])=[O:21])=[CH:10][CH:9]=[C:8]([Cl:12])[CH:7]=2)=[O:14]. The catalyst class is: 86.